This data is from NCI-60 drug combinations with 297,098 pairs across 59 cell lines. The task is: Regression. Given two drug SMILES strings and cell line genomic features, predict the synergy score measuring deviation from expected non-interaction effect. (1) Drug 1: CCC1=C2CN3C(=CC4=C(C3=O)COC(=O)C4(CC)O)C2=NC5=C1C=C(C=C5)O. Drug 2: C(CC(=O)O)C(=O)CN.Cl. Cell line: U251. Synergy scores: CSS=44.8, Synergy_ZIP=1.06, Synergy_Bliss=1.04, Synergy_Loewe=-19.0, Synergy_HSA=3.07. (2) Drug 1: C1C(C(OC1N2C=C(C(=O)NC2=O)F)CO)O. Drug 2: C1CC(C1)(C(=O)O)C(=O)O.[NH2-].[NH2-].[Pt+2]. Cell line: HOP-62. Synergy scores: CSS=17.9, Synergy_ZIP=-1.57, Synergy_Bliss=6.50, Synergy_Loewe=-19.9, Synergy_HSA=3.33. (3) Drug 1: CN(CC1=CN=C2C(=N1)C(=NC(=N2)N)N)C3=CC=C(C=C3)C(=O)NC(CCC(=O)O)C(=O)O. Drug 2: C1CC(CCC1OC2=C(C(=CC=C2)Cl)F)(CC3=NC(=CC=C3)NC4=NC=CS4)C(=O)O. Cell line: UACC62. Synergy scores: CSS=38.9, Synergy_ZIP=-0.976, Synergy_Bliss=-2.68, Synergy_Loewe=-6.29, Synergy_HSA=-1.96. (4) Drug 1: CC1CCC2CC(C(=CC=CC=CC(CC(C(=O)C(C(C(=CC(C(=O)CC(OC(=O)C3CCCCN3C(=O)C(=O)C1(O2)O)C(C)CC4CCC(C(C4)OC)OCCO)C)C)O)OC)C)C)C)OC. Drug 2: CCC1(CC2CC(C3=C(CCN(C2)C1)C4=CC=CC=C4N3)(C5=C(C=C6C(=C5)C78CCN9C7C(C=CC9)(C(C(C8N6C)(C(=O)OC)O)OC(=O)C)CC)OC)C(=O)OC)O.OS(=O)(=O)O. Cell line: 786-0. Synergy scores: CSS=-0.890, Synergy_ZIP=0.873, Synergy_Bliss=1.48, Synergy_Loewe=-0.449, Synergy_HSA=-0.387. (5) Drug 1: C1CC(=O)NC(=O)C1N2CC3=C(C2=O)C=CC=C3N. Drug 2: CCC1=CC2CC(C3=C(CN(C2)C1)C4=CC=CC=C4N3)(C5=C(C=C6C(=C5)C78CCN9C7C(C=CC9)(C(C(C8N6C)(C(=O)OC)O)OC(=O)C)CC)OC)C(=O)OC.C(C(C(=O)O)O)(C(=O)O)O. Cell line: KM12. Synergy scores: CSS=44.5, Synergy_ZIP=-4.12, Synergy_Bliss=-9.36, Synergy_Loewe=-12.7, Synergy_HSA=-5.21. (6) Drug 1: CC(CN1CC(=O)NC(=O)C1)N2CC(=O)NC(=O)C2. Drug 2: CC=C1C(=O)NC(C(=O)OC2CC(=O)NC(C(=O)NC(CSSCCC=C2)C(=O)N1)C(C)C)C(C)C. Cell line: HT29. Synergy scores: CSS=75.9, Synergy_ZIP=-3.32, Synergy_Bliss=0.273, Synergy_Loewe=-0.249, Synergy_HSA=0.541. (7) Drug 2: CCCCC(=O)OCC(=O)C1(CC(C2=C(C1)C(=C3C(=C2O)C(=O)C4=C(C3=O)C=CC=C4OC)O)OC5CC(C(C(O5)C)O)NC(=O)C(F)(F)F)O. Drug 1: CC(C1=C(C=CC(=C1Cl)F)Cl)OC2=C(N=CC(=C2)C3=CN(N=C3)C4CCNCC4)N. Synergy scores: CSS=6.95, Synergy_ZIP=2.11, Synergy_Bliss=4.40, Synergy_Loewe=4.53, Synergy_HSA=3.46. Cell line: HCT-15.